This data is from Reaction yield outcomes from USPTO patents with 853,638 reactions. The task is: Predict the reaction yield, written as a fraction of the theoretical maximum amount of product (1.0 means a 100% yield; for example, 0.34 means a 34% yield). (1) The reactants are Cl[CH2:2][CH2:3][CH2:4][CH2:5][O:6][CH3:7].[N-:8]=[N+:9]=[N-:10].[Na+].[I-].[Na+]. The catalyst is CS(C)=O. The product is [CH3:7][O:6][CH2:5][CH2:4][CH2:3][CH2:2][N:8]=[N+:9]=[N-:10]. The yield is 0.680. (2) The reactants are FC(F)(F)C(O)=O.[CH:8]1([C:14]2[C:15]3[CH:16]=[CH:17][C:18]([C:38]([O:40]C(C)(C)C)=[O:39])=[CH:19][C:20]=3[N:21]3[CH2:27][C:26]([C:28]([O:30][CH3:31])=[O:29])=[CH:25][C:24]4[CH:32]=[C:33]([O:36][CH3:37])[CH:34]=[CH:35][C:23]=4[C:22]=23)[CH2:13][CH2:12][CH2:11][CH2:10][CH2:9]1. The catalyst is ClC(Cl)C. The product is [CH:8]1([C:14]2[C:15]3[CH:16]=[CH:17][C:18]([C:38]([OH:40])=[O:39])=[CH:19][C:20]=3[N:21]3[CH2:27][C:26]([C:28]([O:30][CH3:31])=[O:29])=[CH:25][C:24]4[CH:32]=[C:33]([O:36][CH3:37])[CH:34]=[CH:35][C:23]=4[C:22]=23)[CH2:13][CH2:12][CH2:11][CH2:10][CH2:9]1. The yield is 0.940. (3) The reactants are [ClH:1].[CH3:2][C:3]1[N:8]=[C:7]([CH2:9]O)[CH:6]=[CH:5][CH:4]=1. The catalyst is O=S(Cl)Cl. The product is [Cl:1][CH2:9][C:7]1[CH:6]=[CH:5][CH:4]=[C:3]([CH3:2])[N:8]=1. The yield is 0.630. (4) The reactants are [C:1]([C:3]1[CH:8]=[CH:7][CH:6]=[CH:5][C:4]=1[C:9]1[CH:14]=[CH:13][C:12]([CH2:15][C:16]2[C:17](=[O:42])[N:18]([C:28]3[CH:41]=[CH:40][C:31]([O:32][C:33]([CH3:39])([CH3:38])[C:34](OC)=[O:35])=[CH:30][CH:29]=3)[C:19]3[N:20]([N:25]=[CH:26][N:27]=3)[C:21]=2[CH2:22][CH2:23][CH3:24])=[CH:11][CH:10]=1)#[N:2].[BH4-].[Li+].C(OCC)(=O)C.[Cl-].[NH4+]. The catalyst is O1CCCC1. The product is [OH:35][CH2:34][C:33]([CH3:38])([CH3:39])[O:32][C:31]1[CH:40]=[CH:41][C:28]([N:18]2[C:17](=[O:42])[C:16]([CH2:15][C:12]3[CH:13]=[CH:14][C:9]([C:4]4[C:3]([C:1]#[N:2])=[CH:8][CH:7]=[CH:6][CH:5]=4)=[CH:10][CH:11]=3)=[C:21]([CH2:22][CH2:23][CH3:24])[N:20]3[N:25]=[CH:26][N:27]=[C:19]23)=[CH:29][CH:30]=1. The yield is 0.510. (5) The reactants are C[O:2][C:3](=O)[C:4]1[CH:9]=[C:8]([F:10])[CH:7]=[N:6][C:5]=1[O:11][CH3:12].[H-].[Al+3].[Li+].[H-].[H-].[H-]. The catalyst is O1CCCC1. The product is [F:10][C:8]1[CH:9]=[C:4]([CH2:3][OH:2])[C:5]([O:11][CH3:12])=[N:6][CH:7]=1. The yield is 0.940. (6) The reactants are [CH3:1][CH:2]([OH:9])[CH2:3][CH2:4][CH2:5][CH2:6][CH2:7][CH3:8].[O-]Cl.[Na+]. The catalyst is C1(C)C=CC=CC=1. The product is [CH3:1][C:2](=[O:9])[CH2:3][CH2:4][CH2:5][CH2:6][CH2:7][CH3:8]. The yield is 1.00. (7) The reactants are Br[C:2]1[CH:7]=[CH:6][C:5]([CH2:8][C:9]([NH:11][C:12]2[CH:17]=[C:16]([F:18])[CH:15]=[CH:14][C:13]=2[F:19])=[O:10])=[C:4]([F:20])[CH:3]=1.[CH2:21]([O:23][C:24]1[C:25]([O:39][CH2:40][C:41]2[CH:46]=[CH:45][C:44]([O:47][CH3:48])=[CH:43][CH:42]=2)=[N:26][CH:27]=[C:28](B2OC(C)(C)C(C)(C)O2)[CH:29]=1)[CH3:22].C([O-])([O-])=O.[Cs+].[Cs+]. The catalyst is O1CCOCC1.O.C(Cl)Cl.C1C=CC(P(C2C=CC=CC=2)[C-]2C=CC=C2)=CC=1.C1C=CC(P(C2C=CC=CC=2)[C-]2C=CC=C2)=CC=1.Cl[Pd]Cl.[Fe+2]. The product is [F:19][C:13]1[CH:14]=[CH:15][C:16]([F:18])=[CH:17][C:12]=1[NH:11][C:9](=[O:10])[CH2:8][C:5]1[CH:6]=[CH:7][C:2]([C:28]2[CH:27]=[N:26][C:25]([O:39][CH2:40][C:41]3[CH:42]=[CH:43][C:44]([O:47][CH3:48])=[CH:45][CH:46]=3)=[C:24]([O:23][CH2:21][CH3:22])[CH:29]=2)=[CH:3][C:4]=1[F:20]. The yield is 0.461.